From a dataset of Full USPTO retrosynthesis dataset with 1.9M reactions from patents (1976-2016). Predict the reactants needed to synthesize the given product. Given the product [CH3:24][O:25][C:26](=[O:35])[C:27]1[CH:32]=[C:31]([N:12]2[C:13]3[C:18](=[CH:17][C:16]([F:19])=[CH:15][CH:14]=3)[C@:10]3([CH2:9][C@:8]3([C:5]3[CH:4]=[CH:3][C:2]([Cl:1])=[CH:7][CH:6]=3)[CH:21]([CH3:23])[CH3:22])[C:11]2=[O:20])[CH:30]=[C:29]([Br:34])[CH:28]=1, predict the reactants needed to synthesize it. The reactants are: [Cl:1][C:2]1[CH:7]=[CH:6][C:5]([C@:8]2([CH:21]([CH3:23])[CH3:22])[C@:10]3([C:18]4[C:13](=[CH:14][CH:15]=[C:16]([F:19])[CH:17]=4)[NH:12][C:11]3=[O:20])[CH2:9]2)=[CH:4][CH:3]=1.[CH3:24][O:25][C:26](=[O:35])[C:27]1[CH:32]=[C:31](I)[CH:30]=[C:29]([Br:34])[CH:28]=1.C([O-])([O-])=O.[K+].[K+].CNCCNC.